Dataset: Catalyst prediction with 721,799 reactions and 888 catalyst types from USPTO. Task: Predict which catalyst facilitates the given reaction. (1) Reactant: [CH:1]1([CH2:4][C:5]([NH:7][NH:8][C:9]2[CH:14]=[C:13]([N:15]3[CH2:20][CH2:19][CH:18]([C:21]4[CH:26]=[CH:25][CH:24]=[CH:23][CH:22]=4)[CH2:17][CH2:16]3)[N:12]=[CH:11][N:10]=2)=[O:6])[CH2:3][CH2:2]1.C1C(=O)N([Cl:34])C(=O)C1. Product: [Cl:34][C:14]1[C:9]([NH:8][NH:7][C:5](=[O:6])[CH2:4][CH:1]2[CH2:3][CH2:2]2)=[N:10][CH:11]=[N:12][C:13]=1[N:15]1[CH2:16][CH2:17][CH:18]([C:21]2[CH:26]=[CH:25][CH:24]=[CH:23][CH:22]=2)[CH2:19][CH2:20]1. The catalyst class is: 56. (2) Reactant: Cl[C:2]1[CH:11]=[C:10]([CH3:12])[C:9]2[C:4](=[CH:5][CH:6]=[CH:7][CH:8]=2)[N:3]=1.[NH:13]1[CH2:18][CH2:17][NH:16][CH2:15][CH2:14]1.C(=O)([O-])[O-].[K+].[K+]. Product: [CH3:12][C:10]1[C:9]2[C:4](=[CH:5][CH:6]=[CH:7][CH:8]=2)[N:3]=[C:2]([N:13]2[CH2:18][CH2:17][NH:16][CH2:15][CH2:14]2)[CH:11]=1. The catalyst class is: 9.